Dataset: Reaction yield outcomes from USPTO patents with 853,638 reactions. Task: Predict the reaction yield, written as a fraction of the theoretical maximum amount of product (1.0 means a 100% yield; for example, 0.34 means a 34% yield). (1) The reactants are [CH2:1]([C:5]1[CH:10]=[CH:9][C:8]([C:11]2[O:15][N:14]=[C:13]([C:16]3[O:17][C:18]4[CH2:24][CH2:23][CH2:22][CH:21]([N:25]5[CH2:28][CH:27]([C:29]([O:31]CC)=[O:30])[CH2:26]5)[C:19]=4[CH:20]=3)[N:12]=2)=[CH:7][CH:6]=1)[CH:2]([CH3:4])[CH3:3].[OH-].[Na+].C(O)(=O)C(O)=O. No catalyst specified. The product is [CH2:1]([C:5]1[CH:10]=[CH:9][C:8]([C:11]2[O:15][N:14]=[C:13]([C:16]3[O:17][C:18]4[CH2:24][CH2:23][CH2:22][CH:21]([N:25]5[CH2:28][CH:27]([C:29]([OH:31])=[O:30])[CH2:26]5)[C:19]=4[CH:20]=3)[N:12]=2)=[CH:7][CH:6]=1)[CH:2]([CH3:4])[CH3:3]. The yield is 0.500. (2) The reactants are O[CH2:2][CH2:3][C:4]1[C:9]([C:10]([NH:12][CH2:13][C:14]2[CH:19]=[CH:18][C:17]([O:20][CH3:21])=[CH:16][CH:15]=2)=[O:11])=[CH:8][N:7]=[CH:6][CH:5]=1.C1(P(C2C=CC=CC=2)C2C=CC=CC=2)C=CC=CC=1.N(C(OCC)=O)=NC(OCC)=O. The catalyst is C1COCC1. The product is [CH3:21][O:20][C:17]1[CH:18]=[CH:19][C:14]([CH2:13][N:12]2[CH2:2][CH2:3][C:4]3[C:9](=[CH:8][N:7]=[CH:6][CH:5]=3)[C:10]2=[O:11])=[CH:15][CH:16]=1. The yield is 0.910.